This data is from Reaction yield outcomes from USPTO patents with 853,638 reactions. The task is: Predict the reaction yield, written as a fraction of the theoretical maximum amount of product (1.0 means a 100% yield; for example, 0.34 means a 34% yield). (1) The reactants are [F:1][C:2]1[CH:22]=[C:21]([N+:23]([O-])=O)[CH:20]=[CH:19][C:3]=1[O:4][C:5]1[N:10]=[CH:9][N:8]=[C:7]([NH:11][C:12](=[O:18])[O:13][C:14]([CH3:17])([CH3:16])[CH3:15])[CH:6]=1.[H][H]. The catalyst is CO.O=[Pt]=O. The product is [NH2:23][C:21]1[CH:20]=[CH:19][C:3]([O:4][C:5]2[N:10]=[CH:9][N:8]=[C:7]([NH:11][C:12](=[O:18])[O:13][C:14]([CH3:17])([CH3:16])[CH3:15])[CH:6]=2)=[C:2]([F:1])[CH:22]=1. The yield is 0.810. (2) The reactants are [CH3:1][N:2]1[CH:6]=[C:5]([C:7]2[CH:30]=[CH:29][C:10]3[N:11]([C:14]4[CH:15]=[C:16]([NH:25]C(=O)C)[CH:17]=[C:18]([N:20]5[CH:24]=[CH:23][CH:22]=[N:21]5)[CH:19]=4)[CH:12]=[N:13][C:9]=3[CH:8]=2)[CH:4]=[N:3]1.[OH-].[Na+]. The catalyst is C(O)C. The product is [CH3:1][N:2]1[CH:6]=[C:5]([C:7]2[CH:30]=[CH:29][C:10]3[N:11]([C:14]4[CH:15]=[C:16]([CH:17]=[C:18]([N:20]5[CH:24]=[CH:23][CH:22]=[N:21]5)[CH:19]=4)[NH2:25])[CH:12]=[N:13][C:9]=3[CH:8]=2)[CH:4]=[N:3]1. The yield is 0.780. (3) The reactants are C([NH:5][S:6]([C:9]1[S:10][C:11]([C:14]2[CH:19]=[C:18]([C:20]3[N:25]=[C:24]([CH:26]([F:28])[F:27])[CH:23]=[C:22]([C:29]4[CH:30]=[N:31][C:32]([C:35]([F:38])([F:37])[F:36])=[CH:33][CH:34]=4)[N:21]=3)[CH:17]=[CH:16][N:15]=2)=[CH:12][CH:13]=1)(=[O:8])=[O:7])(C)(C)C.C(O)(C(F)(F)F)=O. The catalyst is ClCCl. The product is [F:28][CH:26]([F:27])[C:24]1[CH:23]=[C:22]([C:29]2[CH:30]=[N:31][C:32]([C:35]([F:38])([F:36])[F:37])=[CH:33][CH:34]=2)[N:21]=[C:20]([C:18]2[CH:17]=[CH:16][N:15]=[C:14]([C:11]3[S:10][C:9]([S:6]([NH2:5])(=[O:8])=[O:7])=[CH:13][CH:12]=3)[CH:19]=2)[N:25]=1. The yield is 0.210.